From a dataset of Peptide-MHC class II binding affinity with 134,281 pairs from IEDB. Regression. Given a peptide amino acid sequence and an MHC pseudo amino acid sequence, predict their binding affinity value. This is MHC class II binding data. (1) The peptide sequence is FYNEKAFLLTTFDVS. The MHC is DRB1_0901 with pseudo-sequence DRB1_0901. The binding affinity (normalized) is 0.424. (2) The binding affinity (normalized) is 0.138. The peptide sequence is CPKYVKQNTLKLATG. The MHC is DRB1_1201 with pseudo-sequence DRB1_1201. (3) The peptide sequence is ASRELERFAVNPGLL. The MHC is HLA-DQA10103-DQB10603 with pseudo-sequence HLA-DQA10103-DQB10603. The binding affinity (normalized) is 0.490. (4) The MHC is HLA-DQA10101-DQB10501 with pseudo-sequence HLA-DQA10101-DQB10501. The peptide sequence is SQWLELSWNLNGLQAY. The binding affinity (normalized) is 0.651. (5) The peptide sequence is CPDVMSAGESKHGLTNTA. The MHC is DRB1_0301 with pseudo-sequence DRB1_0301. The binding affinity (normalized) is 0. (6) The peptide sequence is NARILKNCVDAKMTE. The MHC is DRB1_0901 with pseudo-sequence DRB1_0901. The binding affinity (normalized) is 0.353.